The task is: Predict the reactants needed to synthesize the given product.. This data is from Full USPTO retrosynthesis dataset with 1.9M reactions from patents (1976-2016). (1) Given the product [Br:1][C:2]1[CH:7]=[C:6]([F:8])[CH:5]=[CH:4][C:3]=1[O:9][CH2:17][C:18](=[O:20])[CH3:19], predict the reactants needed to synthesize it. The reactants are: [Br:1][C:2]1[CH:7]=[C:6]([F:8])[CH:5]=[CH:4][C:3]=1[OH:9].C([O-])([O-])=O.[K+].[K+].Cl[CH2:17][C:18](=[O:20])[CH3:19]. (2) Given the product [I:25][C:2]1[C:3]([CH3:14])=[CH:4][C:5]([C:8]2[CH:13]=[CH:12][CH:11]=[CH:10][CH:9]=2)=[N:6][CH:7]=1, predict the reactants needed to synthesize it. The reactants are: Br[C:2]1[C:3]([CH3:14])=[CH:4][C:5]([C:8]2[CH:13]=[CH:12][CH:11]=[CH:10][CH:9]=2)=[N:6][CH:7]=1.CNC1CCCCC1NC.[I-:25].[Na+].